The task is: Regression/Classification. Given a drug SMILES string, predict its absorption, distribution, metabolism, or excretion properties. Task type varies by dataset: regression for continuous measurements (e.g., permeability, clearance, half-life) or binary classification for categorical outcomes (e.g., BBB penetration, CYP inhibition). For this dataset (solubility_aqsoldb), we predict Y.. This data is from Aqueous solubility values for 9,982 compounds from the AqSolDB database. (1) The molecule is COc1ccc(CC2NC(=O)N(C)C2=O)cc1. The Y is -0.890 log mol/L. (2) The drug is O=C([O-])CS.[K+]. The Y is 0.781 log mol/L.